This data is from Catalyst prediction with 721,799 reactions and 888 catalyst types from USPTO. The task is: Predict which catalyst facilitates the given reaction. (1) The catalyst class is: 5. Product: [CH3:1][O:2][C:3]1[CH:12]=[CH:11][C:6]([C:7]([OH:9])=[O:8])=[C:5]([C:13]2[CH:18]=[CH:17][C:16]([F:19])=[CH:15][CH:14]=2)[CH:4]=1. Reactant: [CH3:1][O:2][C:3]1[CH:12]=[CH:11][C:6]([C:7]([O:9]C)=[O:8])=[C:5]([C:13]2[CH:18]=[CH:17][C:16]([F:19])=[CH:15][CH:14]=2)[CH:4]=1.[OH-].[Na+]. (2) Reactant: [F:1][C:2]([F:19])([F:18])[C:3]1[CH2:9][CH:8]2[N:10]([C:11]([O:13][C:14]([CH3:17])([CH3:16])[CH3:15])=[O:12])[CH:5]([CH2:6][CH2:7]2)[CH:4]=1. Product: [F:19][C:2]([F:1])([F:18])[CH:3]1[CH2:4][CH:5]2[N:10]([C:11]([O:13][C:14]([CH3:15])([CH3:16])[CH3:17])=[O:12])[CH:8]([CH2:7][CH2:6]2)[CH2:9]1. The catalyst class is: 43. (3) Reactant: [OH:1][C@@H:2]1[C@H:7]([OH:8])[C@@H:6]2[CH2:9][CH2:10][C@H:3]1[C@@H:4]([C:19]([O:21][CH2:22][CH3:23])=[O:20])[N:5]2[C@@H](C1C=CC=CC=1)C. Product: [OH:1][C@@H:2]1[C@H:7]([OH:8])[C@@H:6]2[CH2:9][CH2:10][C@H:3]1[C@@H:4]([C:19]([O:21][CH2:22][CH3:23])=[O:20])[NH:5]2. The catalyst class is: 5. (4) Reactant: C1N=CN(C(N2C=NC=C2)=O)C=1.[C:13]1([S:19]([CH2:22][CH2:23][S:24][C:25]2[N:33]=[CH:32][CH:31]=[CH:30][C:26]=2[C:27]([OH:29])=O)(=[O:21])=[O:20])[CH:18]=[CH:17][CH:16]=[CH:15][CH:14]=1.[F:34][C:35]([F:46])([F:45])[C:36]1[CH:37]=[C:38]([CH:42]([NH2:44])[CH3:43])[CH:39]=[CH:40][CH:41]=1.C(OCC)(=O)C.CCCCCC. Product: [C:13]1([S:19]([CH2:22][CH2:23][S:24][C:25]2[N:33]=[CH:32][CH:31]=[CH:30][C:26]=2[C:27]([NH:44][CH:42]([C:38]2[CH:39]=[CH:40][CH:41]=[C:36]([C:35]([F:34])([F:45])[F:46])[CH:37]=2)[CH3:43])=[O:29])(=[O:20])=[O:21])[CH:14]=[CH:15][CH:16]=[CH:17][CH:18]=1. The catalyst class is: 2. (5) Reactant: [OH:1][C:2]1[CH:11]=[C:10]([OH:12])[CH:9]=[C:8]2[C:3]=1[C:4](=[O:22])[CH2:5][CH:6]([C:13]1[CH:18]=[CH:17][C:16]([O:19][CH3:20])=[C:15]([OH:21])[CH:14]=1)[O:7]2.C(=O)([O-])[O-].[K+].[K+].Br[CH2:30][CH2:31][CH2:32][C:33]([O:35][CH2:36]C)=[O:34]. Product: [OH:1][C:2]1[CH:11]=[C:10]([O:12][CH2:30][CH2:31][CH2:32][C:33]([O:35][CH3:36])=[O:34])[CH:9]=[C:8]2[C:3]=1[C:4](=[O:22])[CH2:5][CH:6]([C:13]1[CH:18]=[CH:17][C:16]([O:19][CH3:20])=[C:15]([OH:21])[CH:14]=1)[O:7]2. The catalyst class is: 3. (6) Reactant: [C:1]([OH:12])(=[O:11])[CH2:2][CH2:3][CH2:4][CH2:5][CH2:6][CH2:7][CH2:8][CH:9]=[CH2:10].[CH3:13]C1C=CC(S(O)(=O)=O)=CC=1.[K+].[Br-]. Product: [CH3:13][O:11][C:1](=[O:12])[CH2:2][CH2:3][CH2:4][CH2:5][CH2:6][CH2:7][CH2:8][CH:9]=[CH2:10]. The catalyst class is: 5. (7) Reactant: C(OC([N:11]1[CH2:16][CH2:15][C@@H:14]([O:17][C:18]2[N:19]=[N:20][C:21]([CH2:37][CH2:38][CH2:39][CH3:40])=[C:22]([C:24]3[CH:29]=[CH:28][C:27]([O:30][CH:31]4[CH2:36][CH2:35][CH2:34][CH2:33][CH2:32]4)=[CH:26][CH:25]=3)[CH:23]=2)[C@H:13]([F:41])[CH2:12]1)=O)C1C=CC=CC=1. Product: [CH2:37]([C:21]1[N:20]=[N:19][C:18]([O:17][C@@H:14]2[CH2:15][CH2:16][NH:11][CH2:12][C@H:13]2[F:41])=[CH:23][C:22]=1[C:24]1[CH:29]=[CH:28][C:27]([O:30][CH:31]2[CH2:36][CH2:35][CH2:34][CH2:33][CH2:32]2)=[CH:26][CH:25]=1)[CH2:38][CH2:39][CH3:40]. The catalyst class is: 43. (8) Reactant: Br[C:2]1[C:7]([N+:8]([O-:10])=[O:9])=[CH:6][C:5]([Cl:11])=[CH:4][N:3]=1.[O:12]([C:14]1[CH:19]=[CH:18][CH:17]=[C:16]([F:20])[C:15]=1[OH:21])[CH3:13].C(=O)([O-])[O-].[K+].[K+]. Product: [Cl:11][C:5]1[CH:6]=[C:7]([N+:8]([O-:10])=[O:9])[C:2]([O:21][C:15]2[C:14]([O:12][CH3:13])=[CH:19][CH:18]=[CH:17][C:16]=2[F:20])=[N:3][CH:4]=1. The catalyst class is: 3. (9) Reactant: [CH3:1][CH:2]([CH3:6])[C:3](=[S:5])[NH2:4].Cl[CH:8]([CH:14]=O)[C:9]([O:11][CH2:12][CH3:13])=[O:10]. Product: [CH:2]([C:3]1[S:5][C:8]([C:9]([O:11][CH2:12][CH3:13])=[O:10])=[CH:14][N:4]=1)([CH3:6])[CH3:1]. The catalyst class is: 21. (10) The catalyst class is: 103. Product: [F:19][C:20]1[CH:25]=[CH:24][C:23]([F:26])=[CH:22][C:21]=1[CH2:8][C:9]1[O:13][N:12]=[C:11]([C:14]([O:16][CH2:17][CH3:18])=[O:15])[CH:10]=1. Reactant: COCCOC.Br[CH2:8][C:9]1[O:13][N:12]=[C:11]([C:14]([O:16][CH2:17][CH3:18])=[O:15])[CH:10]=1.[F:19][C:20]1[CH:25]=[CH:24][C:23]([F:26])=[CH:22][C:21]=1B(O)O.C(=O)([O-])[O-].[Na+].[Na+].